Predict the reaction yield, written as a fraction of the theoretical maximum amount of product (1.0 means a 100% yield; for example, 0.34 means a 34% yield). From a dataset of Reaction yield outcomes from USPTO patents with 853,638 reactions. (1) The reactants are Br[C:2]1[CH:7]=[CH:6][C:5]([N+:8]([O-:10])=[O:9])=[CH:4][CH:3]=1.[CH3:11][N:12]1[CH2:17][CH2:16][N:15]([CH2:18][C:19]#[CH:20])[CH2:14][CH2:13]1.CCN(CC)CC. The catalyst is C(Cl)Cl.[Cu]I.Cl[Pd](Cl)([P](C1C=CC=CC=1)(C1C=CC=CC=1)C1C=CC=CC=1)[P](C1C=CC=CC=1)(C1C=CC=CC=1)C1C=CC=CC=1. The product is [CH3:11][N:12]1[CH2:17][CH2:16][N:15]([CH2:18][C:19]#[C:20][C:2]2[CH:7]=[CH:6][C:5]([N+:8]([O-:10])=[O:9])=[CH:4][CH:3]=2)[CH2:14][CH2:13]1. The yield is 0.690. (2) The reactants are [F:1][C:2]1[CH:7]=[C:6]([I:8])[CH:5]=[CH:4][C:3]=1[NH:9][C:10]1[N:11]([CH3:34])[C:12](=[O:33])[C:13]([CH3:32])=[C:14]2[C:19]=1[C:18](=[O:20])[NH:17][C:16](=[O:21])[N:15]2[C:22]1[CH:23]=[C:24]([NH:28][C:29](=[O:31])[CH3:30])[CH:25]=[CH:26][CH:27]=1.[CH2:35]([O:42][CH2:43][CH2:44][CH2:45][CH2:46]O)[C:36]1[CH:41]=[CH:40][CH:39]=[CH:38][CH:37]=1.C1(P(C2C=CC=CC=2)C2C=CC=CC=2)C=CC=CC=1.N(C(OC(C)C)=O)=NC(OC(C)C)=O. The catalyst is O1CCCC1.C(OCC)(=O)C.O. The product is [CH2:35]([O:42][CH2:43][CH2:44][CH2:45][CH2:46][N:17]1[C:18](=[O:20])[C:19]2=[C:10]([NH:9][C:3]3[CH:4]=[CH:5][C:6]([I:8])=[CH:7][C:2]=3[F:1])[N:11]([CH3:34])[C:12](=[O:33])[C:13]([CH3:32])=[C:14]2[N:15]([C:22]2[CH:23]=[C:24]([NH:28][C:29](=[O:31])[CH3:30])[CH:25]=[CH:26][CH:27]=2)[C:16]1=[O:21])[C:36]1[CH:41]=[CH:40][CH:39]=[CH:38][CH:37]=1. The yield is 0.770. (3) The reactants are [NH2:1][C:2]1[CH:7]=[C:6]([O:8][C:9]2[CH:14]=[CH:13][C:12]([N+:15]([O-:17])=[O:16])=[CH:11][CH:10]=2)[CH:5]=[CH:4][N:3]=1.[CH2:18]([N:20]([CH2:23][CH3:24])[CH2:21]C)[CH3:19].ClC(OC1C=CC=CC=1)=[O:27].N1CCCC1. The catalyst is O1CCCC1. The product is [N+:15]([C:12]1[CH:11]=[CH:10][C:9]([O:8][C:6]2[CH:5]=[CH:4][N:3]=[C:2]([NH:1][C:21]([N:20]3[CH2:23][CH2:24][CH2:19][CH2:18]3)=[O:27])[CH:7]=2)=[CH:14][CH:13]=1)([O-:17])=[O:16]. The yield is 0.918. (4) The yield is 0.630. The reactants are [N+:1]([C:4]1[CH:18]=[CH:17][C:7]([O:8][CH2:9][CH2:10][N:11]2[CH2:16][CH2:15][O:14][CH2:13][CH2:12]2)=[CH:6][CH:5]=1)([O-])=O. The catalyst is C(O)C.[OH-].[Pd+2].[OH-]. The product is [N:11]1([CH2:10][CH2:9][O:8][C:7]2[CH:17]=[CH:18][C:4]([NH2:1])=[CH:5][CH:6]=2)[CH2:16][CH2:15][O:14][CH2:13][CH2:12]1. (5) The reactants are [N+:1]([C:4]1[CH:5]=[N:6][N:7]([CH:9]2[CH2:12][O:11][CH2:10]2)[CH:8]=1)([O-])=O.[H][H]. The catalyst is CO.[Pd]. The product is [O:11]1[CH2:12][CH:9]([N:7]2[CH:8]=[C:4]([NH2:1])[CH:5]=[N:6]2)[CH2:10]1. The yield is 1.00.